From a dataset of Forward reaction prediction with 1.9M reactions from USPTO patents (1976-2016). Predict the product of the given reaction. (1) Given the reactants [CH2:1]([O:8][C@@H:9]1[C@@H:14]([O:15][CH2:16][C:17]2[CH:22]=[CH:21][CH:20]=[CH:19][CH:18]=2)[C@@H:13]([O:23][CH2:24][C:25]2[CH:30]=[CH:29][CH:28]=[CH:27][CH:26]=2)[C@@H:12]([CH2:31][O:32][CH2:33][C:34]2[CH:39]=[CH:38][CH:37]=[CH:36][CH:35]=2)[O:11][C@:10]21[C:47]1[C:42](=[CH:43][C:44]([CH3:57])=[C:45]([CH2:48][C:49]3[CH:54]=[CH:53][C:52]([CH2:55][CH3:56])=[CH:51][CH:50]=3)[CH:46]=1)[CH2:41][O:40]2)[C:2]1[CH:7]=[CH:6][CH:5]=[CH:4][CH:3]=1.[CH2:58]([Li])CCC.CCCCCC.CI, predict the reaction product. The product is: [CH2:1]([O:8][C@@H:9]1[C@@H:14]([O:15][CH2:16][C:17]2[CH:18]=[CH:19][CH:20]=[CH:21][CH:22]=2)[C@@H:13]([O:23][CH2:24][C:25]2[CH:30]=[CH:29][CH:28]=[CH:27][CH:26]=2)[C@@H:12]([CH2:31][O:32][CH2:33][C:34]2[CH:39]=[CH:38][CH:37]=[CH:36][CH:35]=2)[O:11][C@:10]21[C:47]1[C:42](=[CH:43][C:44]([CH3:57])=[C:45]([CH2:48][C:49]3[CH:50]=[CH:51][C:52]([C:55]#[C:56][CH3:58])=[CH:53][CH:54]=3)[CH:46]=1)[CH2:41][O:40]2)[C:2]1[CH:7]=[CH:6][CH:5]=[CH:4][CH:3]=1. (2) The product is: [CH2:16]([N:6]1[C:7](=[O:15])[C:8]2[C:13]([CH3:14])=[N:12][O:11][C:9]=2[N:10]=[C:5]1[CH2:1][CH:2]([CH3:4])[CH3:3])[C:17]1[CH:22]=[CH:21][CH:20]=[CH:19][CH:18]=1. Given the reactants [CH2:1]([C:5]1[NH:6][C:7](=[O:15])[C:8]2[C:13]([CH3:14])=[N:12][O:11][C:9]=2[N:10]=1)[CH:2]([CH3:4])[CH3:3].[CH2:16](Br)[C:17]1[CH:22]=[CH:21][CH:20]=[CH:19][CH:18]=1.C(=O)([O-])[O-].[K+].[K+], predict the reaction product. (3) Given the reactants [NH2:1][C:2]1[C:10]([N+:11]([O-:13])=[O:12])=[CH:9][CH:8]=[CH:7][C:3]=1[C:4]([OH:6])=O.CN(C(ON1N=NC2C=CC=CC1=2)=[N+](C)C)C.F[P-](F)(F)(F)(F)F.CCN(C(C)C)C(C)C.S(O)(O)(=O)=O.[NH2:52][C:53]1[NH:54][CH:55]=[CH:56][N:57]=1.[OH-].[Na+], predict the reaction product. The product is: [NH2:1][C:2]1[C:10]([N+:11]([O-:13])=[O:12])=[CH:9][CH:8]=[CH:7][C:3]=1[C:4]([NH:52][C:53]1[NH:54][CH:55]=[CH:56][N:57]=1)=[O:6]. (4) Given the reactants [CH3:1][C:2]1[S:6][C:5]([NH2:7])=[N:4][N:3]=1.[CH2:8]([O:10][C:11](=[O:17])[CH2:12][C:13](=O)[CH2:14]Br)C, predict the reaction product. The product is: [CH3:1][C:2]1[S:6][C:5]2=[N:7][C:13]([CH2:12][C:11]([OH:17])=[O:10])=[CH:14][N:4]2[N:3]=1.[CH3:8][O:10][C:11](=[O:17])[CH2:12][C:13]1[N:7]=[C:5]2[N:4]([CH:14]=1)[N:3]=[C:2]([CH3:1])[S:6]2.